The task is: Regression. Given two drug SMILES strings and cell line genomic features, predict the synergy score measuring deviation from expected non-interaction effect.. This data is from NCI-60 drug combinations with 297,098 pairs across 59 cell lines. (1) Drug 1: CC1=C2C(C(=O)C3(C(CC4C(C3C(C(C2(C)C)(CC1OC(=O)C(C(C5=CC=CC=C5)NC(=O)C6=CC=CC=C6)O)O)OC(=O)C7=CC=CC=C7)(CO4)OC(=O)C)O)C)OC(=O)C. Drug 2: CCC1=C2CN3C(=CC4=C(C3=O)COC(=O)C4(CC)O)C2=NC5=C1C=C(C=C5)O. Cell line: SNB-19. Synergy scores: CSS=20.2, Synergy_ZIP=-7.04, Synergy_Bliss=-5.79, Synergy_Loewe=-8.23, Synergy_HSA=-3.93. (2) Drug 1: C1CCN(CC1)CCOC2=CC=C(C=C2)C(=O)C3=C(SC4=C3C=CC(=C4)O)C5=CC=C(C=C5)O. Drug 2: CC1=C2C(C(=O)C3(C(CC4C(C3C(C(C2(C)C)(CC1OC(=O)C(C(C5=CC=CC=C5)NC(=O)OC(C)(C)C)O)O)OC(=O)C6=CC=CC=C6)(CO4)OC(=O)C)O)C)O. Cell line: HCT116. Synergy scores: CSS=57.6, Synergy_ZIP=18.8, Synergy_Bliss=19.0, Synergy_Loewe=-38.2, Synergy_HSA=16.0. (3) Drug 1: C1=CC(=CC=C1CCC2=CNC3=C2C(=O)NC(=N3)N)C(=O)NC(CCC(=O)O)C(=O)O. Drug 2: C1C(C(OC1N2C=C(C(=O)NC2=O)F)CO)O. Cell line: RPMI-8226. Synergy scores: CSS=71.3, Synergy_ZIP=-3.95, Synergy_Bliss=-3.67, Synergy_Loewe=7.18, Synergy_HSA=9.03. (4) Cell line: LOX IMVI. Drug 2: CC12CCC3C(C1CCC2O)C(CC4=C3C=CC(=C4)O)CCCCCCCCCS(=O)CCCC(C(F)(F)F)(F)F. Drug 1: CC1=C2C(C(=O)C3(C(CC4C(C3C(C(C2(C)C)(CC1OC(=O)C(C(C5=CC=CC=C5)NC(=O)C6=CC=CC=C6)O)O)OC(=O)C7=CC=CC=C7)(CO4)OC(=O)C)O)C)OC(=O)C. Synergy scores: CSS=-0.168, Synergy_ZIP=-3.55, Synergy_Bliss=-14.9, Synergy_Loewe=-1.78, Synergy_HSA=-17.5. (5) Drug 1: C1CCN(CC1)CCOC2=CC=C(C=C2)C(=O)C3=C(SC4=C3C=CC(=C4)O)C5=CC=C(C=C5)O. Drug 2: C(=O)(N)NO. Cell line: OVCAR-8. Synergy scores: CSS=7.43, Synergy_ZIP=-0.317, Synergy_Bliss=2.35, Synergy_Loewe=1.70, Synergy_HSA=0.792. (6) Drug 1: CC1C(C(CC(O1)OC2CC(CC3=C2C(=C4C(=C3O)C(=O)C5=C(C4=O)C(=CC=C5)OC)O)(C(=O)C)O)N)O.Cl. Drug 2: CC12CCC3C(C1CCC2OP(=O)(O)O)CCC4=C3C=CC(=C4)OC(=O)N(CCCl)CCCl.[Na+]. Cell line: A498. Synergy scores: CSS=19.1, Synergy_ZIP=-5.66, Synergy_Bliss=-0.854, Synergy_Loewe=-16.5, Synergy_HSA=-1.35.